Dataset: Reaction yield outcomes from USPTO patents with 853,638 reactions. Task: Predict the reaction yield, written as a fraction of the theoretical maximum amount of product (1.0 means a 100% yield; for example, 0.34 means a 34% yield). The reactants are [C:1]([NH:4][CH2:5][C:6]1[O:10][C:9]([C:11]2[C:16]([O:17]COC)=[CH:15][C:14]([O:21]COC)=[CH:13][C:12]=2[CH2:25][C:26]([O:28]C)=[O:27])=[CH:8][CH:7]=1)(=[O:3])[CH3:2].C(OC(=O)C)(=O)C.N1C=CC=CC=1.[OH-].[Na+].Cl. The catalyst is ClCCl.CO. The product is [C:1]([NH:4][CH2:5][C:6]1[O:10][C:9]([C:11]2[C:16]([OH:17])=[CH:15][C:14]([OH:21])=[CH:13][C:12]=2[CH2:25][C:26]([OH:28])=[O:27])=[CH:8][CH:7]=1)(=[O:3])[CH3:2]. The yield is 0.230.